From a dataset of Catalyst prediction with 721,799 reactions and 888 catalyst types from USPTO. Predict which catalyst facilitates the given reaction. Reactant: ClCCl.[NH2:4][C:5]1[CH:10]=[CH:9][C:8]([C:11]2[NH:15][C:14]([CH:16]3[N:24]4[C:19](=[CH:20][C:21]([C:26]5[CH:31]=[C:30]([Cl:32])[CH:29]=[CH:28][C:27]=5[N:33]5[CH:37]=[N:36][N:35]=[N:34]5)=[CH:22][C:23]4=[O:25])[CH2:18][CH2:17]3)=[N:13][CH:12]=2)=[CH:7][CH:6]=1.[CH3:38][N:39]([CH3:43])[C:40](Cl)=[O:41]. Product: [Cl:32][C:30]1[CH:29]=[CH:28][C:27]([N:33]2[CH:37]=[N:36][N:35]=[N:34]2)=[C:26]([C:21]2[CH:20]=[C:19]3[N:24]([CH:16]([C:14]4[NH:15][C:11]([C:8]5[CH:7]=[CH:6][C:5]([NH:4][C:40](=[O:41])[N:39]([CH3:43])[CH3:38])=[CH:10][CH:9]=5)=[CH:12][N:13]=4)[CH2:17][CH2:18]3)[C:23](=[O:25])[CH:22]=2)[CH:31]=1. The catalyst class is: 17.